Dataset: Peptide-MHC class II binding affinity with 134,281 pairs from IEDB. Task: Regression. Given a peptide amino acid sequence and an MHC pseudo amino acid sequence, predict their binding affinity value. This is MHC class II binding data. (1) The peptide sequence is AAATAGTTVYGAFYA. The MHC is HLA-DPA10103-DPB10601 with pseudo-sequence HLA-DPA10103-DPB10601. The binding affinity (normalized) is 0.173. (2) The peptide sequence is LFKVRNGGEIGAVAL. The MHC is HLA-DQA10303-DQB10402 with pseudo-sequence HLA-DQA10303-DQB10402. The binding affinity (normalized) is 0.600. (3) The peptide sequence is GELQIVDKIDAAIKI. The MHC is DRB1_1201 with pseudo-sequence DRB1_1201. The binding affinity (normalized) is 0.686. (4) The peptide sequence is ESTGGAYDTYKSIPS. The MHC is HLA-DQA10201-DQB10202 with pseudo-sequence HLA-DQA10201-DQB10202. The binding affinity (normalized) is 0.268.